Dataset: Catalyst prediction with 721,799 reactions and 888 catalyst types from USPTO. Task: Predict which catalyst facilitates the given reaction. (1) Reactant: [F:1][C:2]1[CH:7]=[C:6]([N:8]2[CH2:12][C@H:11]([CH2:13][N:14]3[CH:18]=[CH:17][N:16]=[N:15]3)[O:10][C:9]2=[O:19])[CH:5]=[CH:4][C:3]=1[C:20]1[CH:21]=[CH:22][C:23]([CH:26]=O)=[N:24][CH:25]=1.[NH:28]([CH2:32][CH2:33][OH:34])[CH2:29][CH2:30][OH:31].C(O[BH-](OC(=O)C)OC(=O)C)(=O)C.[Na+]. Product: [OH:31][CH2:30][CH2:29][N:28]([CH2:26][C:23]1[N:24]=[CH:25][C:20]([C:3]2[CH:4]=[CH:5][C:6]([N:8]3[CH2:12][C@H:11]([CH2:13][N:14]4[CH:18]=[CH:17][N:16]=[N:15]4)[O:10][C:9]3=[O:19])=[CH:7][C:2]=2[F:1])=[CH:21][CH:22]=1)[CH2:32][CH2:33][OH:34]. The catalyst class is: 1. (2) The catalyst class is: 4. Product: [CH2:2]1[C:5]2([CH2:9][CH2:8][O:7][CH2:6]2)[CH2:4][N:3]1[CH2:20][C:19]1[CH:22]=[CH:23][C:24]([O:26][CH:27]2[CH2:30][N:29]([C:31]([C:33]3[O:34][C:35]([C:38]4[CH:43]=[CH:42][CH:41]=[CH:40][CH:39]=4)=[N:36][N:37]=3)=[O:32])[CH2:28]2)=[CH:25][C:18]=1[CH3:17]. Reactant: Cl.[CH2:2]1[C:5]2([CH2:9][CH2:8][O:7][CH2:6]2)[CH2:4][NH:3]1.C(N(CC)CC)C.[CH3:17][C:18]1[CH:25]=[C:24]([O:26][CH:27]2[CH2:30][N:29]([C:31]([C:33]3[O:34][C:35]([C:38]4[CH:43]=[CH:42][CH:41]=[CH:40][CH:39]=4)=[N:36][N:37]=3)=[O:32])[CH2:28]2)[CH:23]=[CH:22][C:19]=1[CH:20]=O.[Na].C([O-])(O)=O.[Na+]. (3) Reactant: [N+:1]([C:4]1[C:9]2[O:10][CH2:11][O:12][C:8]=2[C:7]([C:13]([OH:15])=[O:14])=[CH:6][CH:5]=1)([O-])=O.[H][H]. Product: [NH2:1][C:4]1[C:9]2[O:10][CH2:11][O:12][C:8]=2[C:7]([C:13]([OH:15])=[O:14])=[CH:6][CH:5]=1. The catalyst class is: 29. (4) Reactant: [F:1][C:2]1[CH:3]=[CH:4][C:5]2[N:14]=[C:13]([N:15]3[CH2:20][CH2:19][NH:18][C@@H:17]([CH2:21][CH2:22][C:23]4[CH:28]=[CH:27][CH:26]=[C:25]([O:29][CH3:30])[CH:24]=4)[CH2:16]3)[C:12]3[C:11]4[CH:31]=[CH:32][CH:33]=[CH:34][C:10]=4[S:9][C:8]=3[NH:7][C:6]=2[CH:35]=1.[C:36](O[BH-](OC(=O)C)OC(=O)C)(=O)C.[Na+].C=O. Product: [F:1][C:2]1[CH:3]=[CH:4][C:5]2[N:14]=[C:13]([N:15]3[CH2:20][CH2:19][N:18]([CH3:36])[C@@H:17]([CH2:21][CH2:22][C:23]4[CH:28]=[CH:27][CH:26]=[C:25]([O:29][CH3:30])[CH:24]=4)[CH2:16]3)[C:12]3[C:11]4[CH:31]=[CH:32][CH:33]=[CH:34][C:10]=4[S:9][C:8]=3[NH:7][C:6]=2[CH:35]=1. The catalyst class is: 68. (5) Reactant: [CH3:1][CH:2]([NH2:4])[CH3:3].[CH:5]1([CH2:8][S:9](Cl)(=[O:11])=[O:10])[CH2:7][CH2:6]1. Product: [CH:5]1([CH2:8][S:9]([NH:4][CH:2]([CH3:3])[CH3:1])(=[O:11])=[O:10])[CH2:7][CH2:6]1. The catalyst class is: 2. (6) Reactant: Cl[C:2]1[C:3]([NH:16][CH2:17][CH:18]2[CH2:23][CH2:22][O:21][CH2:20][CH2:19]2)=[N:4][C:5]([C:8]2[C:13]([Cl:14])=[CH:12][N:11]=[C:10]([F:15])[CH:9]=2)=[CH:6][N:7]=1.[CH3:24]B(O)O.C(=O)([O-])[O-].[Na+].[Na+].C(Cl)Cl. Product: [Cl:14][C:13]1[C:8]([C:5]2[N:4]=[C:3]([NH:16][CH2:17][CH:18]3[CH2:23][CH2:22][O:21][CH2:20][CH2:19]3)[C:2]([CH3:24])=[N:7][CH:6]=2)=[CH:9][C:10]([F:15])=[N:11][CH:12]=1. The catalyst class is: 57. (7) Reactant: [O:1]([C:8]1[CH:13]=[CH:12][C:11]([C:14]2[C:22]3[C:21]([NH2:23])=[N:20][CH:19]=[N:18][C:17]=3[N:16]([C@@H:24]3[CH2:29][CH2:28][CH2:27][NH:26][CH2:25]3)[CH:15]=2)=[CH:10][CH:9]=1)[C:2]1[CH:7]=[CH:6][CH:5]=[CH:4][CH:3]=1.[C:30]([C:32](=[CH:36][CH:37]1[CH2:39][CH2:38]1)[C:33](O)=[O:34])#[N:31].CCN(C(C)C)C(C)C.CN(C(ON1N=NC2C=CC=NC1=2)=[N+](C)C)C.F[P-](F)(F)(F)(F)F. Product: [NH2:23][C:21]1[C:22]2[C:14]([C:11]3[CH:10]=[CH:9][C:8]([O:1][C:2]4[CH:7]=[CH:6][CH:5]=[CH:4][CH:3]=4)=[CH:13][CH:12]=3)=[CH:15][N:16]([C@@H:24]3[CH2:29][CH2:28][CH2:27][N:26]([C:33]([C:32](=[CH:36][CH:37]4[CH2:39][CH2:38]4)[C:30]#[N:31])=[O:34])[CH2:25]3)[C:17]=2[N:18]=[CH:19][N:20]=1. The catalyst class is: 2.